This data is from NCI-60 drug combinations with 297,098 pairs across 59 cell lines. The task is: Regression. Given two drug SMILES strings and cell line genomic features, predict the synergy score measuring deviation from expected non-interaction effect. (1) Drug 1: C1=CC=C(C(=C1)C(C2=CC=C(C=C2)Cl)C(Cl)Cl)Cl. Drug 2: C1C(C(OC1N2C=NC3=C2NC=NCC3O)CO)O. Cell line: SNB-19. Synergy scores: CSS=2.37, Synergy_ZIP=-1.30, Synergy_Bliss=-1.25, Synergy_Loewe=1.10, Synergy_HSA=-0.127. (2) Drug 1: CNC(=O)C1=CC=CC=C1SC2=CC3=C(C=C2)C(=NN3)C=CC4=CC=CC=N4. Drug 2: C1C(C(OC1N2C=NC(=NC2=O)N)CO)O. Cell line: MCF7. Synergy scores: CSS=20.1, Synergy_ZIP=1.91, Synergy_Bliss=5.00, Synergy_Loewe=3.71, Synergy_HSA=6.87. (3) Drug 1: CC1C(C(=O)NC(C(=O)N2CCCC2C(=O)N(CC(=O)N(C(C(=O)O1)C(C)C)C)C)C(C)C)NC(=O)C3=C4C(=C(C=C3)C)OC5=C(C(=O)C(=C(C5=N4)C(=O)NC6C(OC(=O)C(N(C(=O)CN(C(=O)C7CCCN7C(=O)C(NC6=O)C(C)C)C)C)C(C)C)C)N)C. Drug 2: CCN(CC)CCCC(C)NC1=C2C=C(C=CC2=NC3=C1C=CC(=C3)Cl)OC. Cell line: PC-3. Synergy scores: CSS=26.6, Synergy_ZIP=-3.99, Synergy_Bliss=-1.18, Synergy_Loewe=-12.9, Synergy_HSA=-0.923. (4) Drug 1: CC1C(C(CC(O1)OC2CC(CC3=C2C(=C4C(=C3O)C(=O)C5=C(C4=O)C(=CC=C5)OC)O)(C(=O)CO)O)N)O.Cl. Drug 2: CC1C(C(CC(O1)OC2CC(CC3=C2C(=C4C(=C3O)C(=O)C5=CC=CC=C5C4=O)O)(C(=O)C)O)N)O. Cell line: COLO 205. Synergy scores: CSS=63.3, Synergy_ZIP=-1.21, Synergy_Bliss=-0.456, Synergy_Loewe=2.15, Synergy_HSA=3.77. (5) Drug 1: CC1=C(C=C(C=C1)NC(=O)C2=CC=C(C=C2)CN3CCN(CC3)C)NC4=NC=CC(=N4)C5=CN=CC=C5. Drug 2: CC1=C2C(C(=O)C3(C(CC4C(C3C(C(C2(C)C)(CC1OC(=O)C(C(C5=CC=CC=C5)NC(=O)OC(C)(C)C)O)O)OC(=O)C6=CC=CC=C6)(CO4)OC(=O)C)O)C)O. Cell line: HCT-15. Synergy scores: CSS=3.01, Synergy_ZIP=10.6, Synergy_Bliss=7.79, Synergy_Loewe=1.89, Synergy_HSA=1.67. (6) Drug 1: CC1OCC2C(O1)C(C(C(O2)OC3C4COC(=O)C4C(C5=CC6=C(C=C35)OCO6)C7=CC(=C(C(=C7)OC)O)OC)O)O. Drug 2: CN1C(=O)N2C=NC(=C2N=N1)C(=O)N. Cell line: MDA-MB-231. Synergy scores: CSS=19.8, Synergy_ZIP=-8.45, Synergy_Bliss=-6.77, Synergy_Loewe=-14.6, Synergy_HSA=-5.33. (7) Drug 1: CC1=C(C=C(C=C1)C(=O)NC2=CC(=CC(=C2)C(F)(F)F)N3C=C(N=C3)C)NC4=NC=CC(=N4)C5=CN=CC=C5. Drug 2: C(CCl)NC(=O)N(CCCl)N=O. Cell line: SNB-19. Synergy scores: CSS=-3.85, Synergy_ZIP=-1.67, Synergy_Bliss=-3.03, Synergy_Loewe=-8.01, Synergy_HSA=-8.16. (8) Drug 1: C1=CC(=CC=C1CCC2=CNC3=C2C(=O)NC(=N3)N)C(=O)NC(CCC(=O)O)C(=O)O. Drug 2: C(CCl)NC(=O)N(CCCl)N=O. Cell line: SNB-75. Synergy scores: CSS=18.1, Synergy_ZIP=-0.0103, Synergy_Bliss=-0.524, Synergy_Loewe=-11.8, Synergy_HSA=-1.49. (9) Drug 1: CC1CCC2CC(C(=CC=CC=CC(CC(C(=O)C(C(C(=CC(C(=O)CC(OC(=O)C3CCCCN3C(=O)C(=O)C1(O2)O)C(C)CC4CCC(C(C4)OC)O)C)C)O)OC)C)C)C)OC. Drug 2: CC1=C2C(C(=O)C3(C(CC4C(C3C(C(C2(C)C)(CC1OC(=O)C(C(C5=CC=CC=C5)NC(=O)OC(C)(C)C)O)O)OC(=O)C6=CC=CC=C6)(CO4)OC(=O)C)O)C)O. Cell line: MDA-MB-231. Synergy scores: CSS=11.6, Synergy_ZIP=-0.578, Synergy_Bliss=2.16, Synergy_Loewe=9.02, Synergy_HSA=2.70.